The task is: Regression. Given a peptide amino acid sequence and an MHC pseudo amino acid sequence, predict their binding affinity value. This is MHC class I binding data.. This data is from Peptide-MHC class I binding affinity with 185,985 pairs from IEDB/IMGT. (1) The peptide sequence is ARWLFPVYL. The MHC is HLA-A68:02 with pseudo-sequence HLA-A68:02. The binding affinity (normalized) is 0.0847. (2) The peptide sequence is PHAATIRVL. The MHC is HLA-B39:01 with pseudo-sequence HLA-B39:01. The binding affinity (normalized) is 0.365.